Dataset: Catalyst prediction with 721,799 reactions and 888 catalyst types from USPTO. Task: Predict which catalyst facilitates the given reaction. (1) Reactant: [Cl:1][C:2]1[C:10]([C:11]2[CH:15]3[CH2:16][CH2:17][O:18][CH:14]3[O:13][N:12]=2)=[C:9]([S:19]([CH2:22][CH3:23])(=[O:21])=[O:20])[CH:8]=[CH:7][C:3]=1[C:4]([OH:6])=[O:5].[C:24]1(=O)[CH2:29][CH2:28][CH2:27][C:26](=[O:30])[CH2:25]1. Product: [Cl:1][C:2]1[C:10]([C:11]2[CH:15]3[CH2:16][CH2:17][O:18][CH:14]3[O:13][N:12]=2)=[C:9]([S:19]([CH2:22][CH3:23])(=[O:21])=[O:20])[CH:8]=[CH:7][C:3]=1[C:4]([O:6][C:24]1[CH2:29][CH2:28][CH2:27][C:26](=[O:30])[CH:25]=1)=[O:5]. The catalyst class is: 4. (2) Reactant: [NH2:1][CH2:2][C:3]1[C:4]([F:20])=[C:5]([O:10][C:11]2[CH:12]=[C:13]([CH:16]=[C:17](Br)[CH:18]=2)[C:14]#[N:15])[C:6]([Cl:9])=[CH:7][CH:8]=1.[CH2:21](O)[CH2:22]C. Product: [NH2:1][CH2:2][C:3]1[C:4]([F:20])=[C:5]([O:10][C:11]2[CH:12]=[C:13]([CH:16]=[C:17]([CH:21]=[CH2:22])[CH:18]=2)[C:14]#[N:15])[C:6]([Cl:9])=[CH:7][CH:8]=1. The catalyst class is: 140. (3) Product: [Br:18][C:15]1[C:7]2[C:6]3[CH:5]=[C:4]([O:16][CH3:17])[C:3]([O:2][CH3:1])=[CH:12][C:11]=3[N:10]=[CH:9][C:8]=2[NH:13][N:14]=1. Reactant: [CH3:1][O:2][C:3]1[C:4]([O:16][CH3:17])=[CH:5][C:6]2[C:7]3[CH:15]=[N:14][NH:13][C:8]=3[CH:9]=[N:10][C:11]=2[CH:12]=1.[Br:18]Br. The catalyst class is: 6. (4) Reactant: [Cl:1][C:2]1[CH:3]=[C:4]([C:12]2[O:16][N:15]=[C:14]([C:17]3[CH:22]=[CH:21][C:20]([OH:23])=[CH:19][C:18]=3[CH3:24])[N:13]=2)[CH:5]=[CH:6][C:7]=1[O:8][CH:9]([CH3:11])[CH3:10].[Br:25][CH2:26][CH2:27]Br.C(=O)([O-])[O-].[K+].[K+]. Product: [Br:25][CH2:26][CH2:27][O:23][C:20]1[CH:21]=[CH:22][C:17]([C:14]2[N:13]=[C:12]([C:4]3[CH:5]=[CH:6][C:7]([O:8][CH:9]([CH3:10])[CH3:11])=[C:2]([Cl:1])[CH:3]=3)[O:16][N:15]=2)=[C:18]([CH3:24])[CH:19]=1. The catalyst class is: 21.